This data is from Reaction yield outcomes from USPTO patents with 853,638 reactions. The task is: Predict the reaction yield, written as a fraction of the theoretical maximum amount of product (1.0 means a 100% yield; for example, 0.34 means a 34% yield). (1) The reactants are [S:1]1[CH:5]=[CH:4][CH:3]=[C:2]1[CH2:6][C:7]([O:9][CH3:10])=[O:8].[Al+3].[Cl-].[Cl-].[Cl-].[Br:15]Br.O. The product is [Br:15][C:4]1[CH:3]=[C:2]([CH2:6][C:7]([O:9][CH3:10])=[O:8])[S:1][CH:5]=1. The yield is 0.410. The catalyst is C(Cl)(Cl)Cl. (2) The reactants are [CH2:1]([P:3]([CH2:6][CH2:7][C:8]#[N:9])(=[O:5])[OH:4])[CH3:2].[CH2:10](O)[CH2:11][OH:12]. The catalyst is C1(C)C=CC=CC=1. The product is [CH2:1]([P:3]([CH2:6][CH2:7][C:8]#[N:9])(=[O:4])[O:5][CH2:10][CH2:11][OH:12])[CH3:2]. The yield is 0.890. (3) The product is [CH3:12][S:13]([C:14]1[CH:15]=[CH:16][C:17]2[N:18]([C:20]([CH2:27][N:28]3[CH2:32][CH:31]([CH2:33][CH2:34][CH3:35])[CH2:30][C:29]3=[O:36])=[C:21]([C:23]([F:25])([F:24])[F:26])[N:22]=2)[N:19]=1)=[O:9]. The yield is 0.380. The catalyst is C(Cl)(Cl)Cl. The reactants are ClC1C=CC(C(OO)=[O:9])=CC=1.[CH3:12][S:13][C:14]1[CH:15]=[CH:16][C:17]2[N:18]([C:20]([CH2:27][N:28]3[CH2:32][CH:31]([CH2:33][CH2:34][CH3:35])[CH2:30][C:29]3=[O:36])=[C:21]([C:23]([F:26])([F:25])[F:24])[N:22]=2)[N:19]=1. (4) The reactants are Cl[CH:2]([C:8]1[CH:13]=[CH:12][CH:11]=[CH:10][CH:9]=1)[C:3]([O:5][CH2:6][CH3:7])=[O:4].[F:14][C:15]1[CH:20]=[CH:19][CH:18]=[CH:17][C:16]=1[N+:21]([O-:23])=[O:22].Cl. The catalyst is O. The product is [F:14][C:15]1[CH:20]=[C:19]([CH:2]([C:8]2[CH:13]=[CH:12][CH:11]=[CH:10][CH:9]=2)[C:3]([O:5][CH2:6][CH3:7])=[O:4])[CH:18]=[CH:17][C:16]=1[N+:21]([O-:23])=[O:22]. The yield is 0.449. (5) The reactants are [NH2:1][CH2:2][CH2:3][C:4]1[CH:19]=[CH:18][C:7]([O:8][C:9]2[N:14]=[C:13]([C:15]([NH2:17])=[O:16])[CH:12]=[CH:11][CH:10]=2)=[CH:6][CH:5]=1.[CH:20](=O)[C:21]1[CH:26]=[CH:25][CH:24]=[CH:23][CH:22]=1.[BH4-].[Na+]. The catalyst is CO. The product is [CH2:20]([NH:1][CH2:2][CH2:3][C:4]1[CH:19]=[CH:18][C:7]([O:8][C:9]2[N:14]=[C:13]([C:15]([NH2:17])=[O:16])[CH:12]=[CH:11][CH:10]=2)=[CH:6][CH:5]=1)[C:21]1[CH:26]=[CH:25][CH:24]=[CH:23][CH:22]=1. The yield is 0.154. (6) The reactants are Cl.[CH:2]1([CH2:7][CH:8]([C:19]2[NH:28][C:22]3=[N:23][CH:24]=[C:25]([NH2:27])[CH:26]=[C:21]3[CH:20]=2)[C:9]2[CH:14]=[CH:13][C:12]([S:15]([CH3:18])(=[O:17])=[O:16])=[CH:11][CH:10]=2)[CH2:6][CH2:5][CH2:4][CH2:3]1.Cl.[CH3:30][N:31]([CH3:36])[CH2:32][C:33](O)=[O:34].Cl.C(N=C=NCCCN(C)C)C.ON1C2C=CC=CC=2N=N1.C(N(CC)CC)C. The catalyst is CN(C)C1C=CN=CC=1.ClCCl.CN(C)C=O. The product is [CH:2]1([CH2:7][CH:8]([C:19]2[NH:28][C:22]3=[N:23][CH:24]=[C:25]([NH:27][C:33](=[O:34])[CH2:32][N:31]([CH3:36])[CH3:30])[CH:26]=[C:21]3[CH:20]=2)[C:9]2[CH:14]=[CH:13][C:12]([S:15]([CH3:18])(=[O:17])=[O:16])=[CH:11][CH:10]=2)[CH2:6][CH2:5][CH2:4][CH2:3]1. The yield is 0.160. (7) The reactants are C([O:8][C:9]1[C:10](=[O:18])[CH:11]=[C:12]([CH:15]([F:17])[F:16])[O:13][CH:14]=1)C1C=CC=CC=1.B(Br)(Br)Br.CO. The yield is 0.900. The catalyst is C(Cl)Cl. The product is [F:17][CH:15]([F:16])[C:12]1[O:13][CH:14]=[C:9]([OH:8])[C:10](=[O:18])[CH:11]=1.